This data is from hERG potassium channel inhibition data for cardiac toxicity prediction from Karim et al.. The task is: Regression/Classification. Given a drug SMILES string, predict its toxicity properties. Task type varies by dataset: regression for continuous values (e.g., LD50, hERG inhibition percentage) or binary classification for toxic/non-toxic outcomes (e.g., AMES mutagenicity, cardiotoxicity, hepatotoxicity). Dataset: herg_karim. (1) The drug is COc1ccc(C(NC(=O)CC2CCN(Cc3ccn(-c4ccc(C(F)(F)F)cc4)c3)CC2)c2ccc(F)cc2)cn1. The result is 1 (blocker). (2) The molecule is CCCCCCCN(CC)CCCCCc1ccc(Cl)cc1. The result is 1 (blocker). (3) The drug is Fc1ccc2c([C@@H]3CNCC[C@H]3F)c(-c3ccsc3)[nH]c2c1. The result is 1 (blocker). (4) The molecule is N#Cc1ccc(S(=O)(=O)NCCN2CC3CN(Cc4ccc(F)cc4)CC(C2)O3)cc1. The result is 0 (non-blocker). (5) The compound is Nc1cc(CN2CCC(N(C(=O)NCc3ccc(F)cc3)c3ccc(Cl)cc3)CC2)ccn1. The result is 1 (blocker). (6) The compound is C[C@@H]1NC(=O)CC[C@H](O[C@H](C)c2cc(C(F)(F)F)cc(C(F)(F)F)c2)[C@H]1c1ccc(F)cc1. The result is 1 (blocker).